Dataset: Reaction yield outcomes from USPTO patents with 853,638 reactions. Task: Predict the reaction yield, written as a fraction of the theoretical maximum amount of product (1.0 means a 100% yield; for example, 0.34 means a 34% yield). (1) The reactants are [F:1][C:2]1[CH:9]=[CH:8][C:5]([CH:6]=O)=[CH:4][CH:3]=1.C(O)(=O)[CH2:11][C:12]([OH:14])=[O:13].N1CCCCC1.N1C=CC=CC=1.Cl. No catalyst specified. The product is [F:1][C:2]1[CH:9]=[CH:8][C:5]([CH:6]=[CH:11][C:12]([OH:14])=[O:13])=[CH:4][CH:3]=1. The yield is 0.900. (2) The reactants are [C:1]([O:8][CH2:9][CH3:10])(=[O:7])[C:2](OCC)=O.[CH2:11]([O:18][CH2:19][C:20]([O:22]CC)=O)[C:12]1[CH:17]=[CH:16][CH:15]=[CH:14][CH:13]=1.[H-].[Na+].Cl.[NH2:28][C:29]1[S:30][CH2:31][CH2:32][N:33]=1. No catalyst specified. The product is [CH2:11]([O:18][C:19]1[C:20](=[O:22])[N:33]2[CH2:32][CH2:31][S:30][C:29]2=[N:28][C:2]=1[C:1]([O:8][CH2:9][CH3:10])=[O:7])[C:12]1[CH:13]=[CH:14][CH:15]=[CH:16][CH:17]=1. The yield is 0.460. (3) The reactants are FC1C=CC(C2N=C(C(N3C[CH2:28][C:27]4[C:22](=[CH:23][CH:24]=[C:25](N(C)C)[C:26]=4[OH:30])C3)=O)C3C(=CC=CC=3)N=2)=CC=1.F[C:35]1[CH:40]=[CH:39][C:38]([C:41]2N=C(C(O)=O)C3C(=CC=CC=3)N=2)=[CH:37][CH:36]=1.Cl.[OH:55][C:56]1C(N(C)C)=CC=C2C=1CCNC2. No catalyst specified. The product is [CH2:41]([O:30][C:26]1[C:27]([CH3:28])=[CH:22][CH:23]=[CH:24][C:25]=1[CH:56]=[O:55])[C:38]1[CH:39]=[CH:40][CH:35]=[CH:36][CH:37]=1. The yield is 0.0500. (4) The reactants are [CH:1]1[C:10]2[C:5](=[CH:6][CH:7]=[CH:8][CH:9]=2)[CH:4]=[CH:3][C:2]=1[C:11]([CH2:13][CH2:14][CH2:15][CH2:16][CH2:17][CH2:18][CH2:19]O)=[O:12].P(Br)(Br)[Br:22].C(=O)(O)[O-].[Na+]. The catalyst is CCOCC. The product is [Br:22][CH2:19][CH2:18][CH2:17][CH2:16][CH2:15][CH2:14][CH2:13][C:11]([C:2]1[CH:3]=[CH:4][C:5]2[C:10](=[CH:9][CH:8]=[CH:7][CH:6]=2)[CH:1]=1)=[O:12]. The yield is 0.700. (5) The reactants are Br[C:2]1[CH:3]=[N:4][CH:5]=[C:6]([Br:9])[C:7]=1[CH3:8].C[C:11]1[CH:19]=[C:18]2[C:14]([CH2:15][NH:16][C:17]2=[O:20])=[CH:13][CH:12]=1.[C:21](=O)([O-])[O-].[K+].[K+].CNCCNC. The yield is 0.300. The product is [Br:9][C:6]1[C:7]([CH3:8])=[C:2]([N:16]2[CH2:15][C:14]3[C:18](=[CH:19][CH:11]=[C:12]([CH3:21])[CH:13]=3)[C:17]2=[O:20])[CH:3]=[N:4][CH:5]=1. The catalyst is O1CCOCC1.[Cu]I. (6) The reactants are [F:1][C:2]1[CH:7]=[CH:6][C:5]([N+:8]([O-:10])=[O:9])=[CH:4][C:3]=1[NH:11][C:12]([CH:14]1[CH2:16][CH2:15]1)=O.O(S(C(F)(F)F)(=O)=O)S(C(F)(F)F)(=O)=O.[Si]([N:36]=[N+:37]=[N-:38])(C)(C)C.C([O-])(O)=O.[Na+]. The catalyst is CC#N.O.CCOC(C)=O. The product is [CH:14]1([C:12]2[N:11]([C:3]3[CH:4]=[C:5]([N+:8]([O-:10])=[O:9])[CH:6]=[CH:7][C:2]=3[F:1])[N:38]=[N:37][N:36]=2)[CH2:16][CH2:15]1. The yield is 0.450. (7) The catalyst is CC(O)C. The yield is 0.960. The reactants are Cl[C:2]1[N:3]=[CH:4][C:5]2[NH:10][CH:9]=[CH:8][C:6]=2[N:7]=1.[CH2:11]([NH2:15])[CH2:12][CH2:13][CH3:14].Cl. The product is [CH2:11]([NH:15][C:2]1[N:3]=[CH:4][C:5]2[NH:10][CH:9]=[CH:8][C:6]=2[N:7]=1)[CH2:12][CH2:13][CH3:14]. (8) The reactants are O[CH2:2][CH2:3][NH:4][C:5](=[O:11])[O:6][C:7]([CH3:10])([CH3:9])[CH3:8].C1(P(C2C=CC=CC=2)C2C=CC=CC=2)C=CC=CC=1.[Cl:31]CC1CCN(C(OC(C)(C)C)=O)CC1. The catalyst is C(Cl)(Cl)(Cl)Cl. The product is [Cl:31][CH2:2][CH2:3][NH:4][C:5](=[O:11])[O:6][C:7]([CH3:10])([CH3:9])[CH3:8]. The yield is 1.00. (9) The reactants are [Na].[C:2]([O:13]CC)(=O)[CH2:3][CH2:4][CH2:5][CH2:6][C:7]([O:9][CH2:10][CH3:11])=[O:8].C(O)(=O)C. The catalyst is C1(C)C=CC=CC=1. The product is [CH3:11][CH2:10][O:9][C:7]([CH:6]1[C:2](=[O:13])[CH2:3][CH2:4][CH2:5]1)=[O:8]. The yield is 0.856. (10) The reactants are C1(P(C2C=CC=CC=2)C2C=CC=CC=2)C=CC=CC=1.BrN1C(=O)CCC1=O.[Cl:28][C:29]1[CH:30]=[C:31]([CH:44]([CH2:48][CH:49]2[CH2:54][CH2:53][CH2:52][CH2:51][CH2:50]2)[C:45](O)=[O:46])[CH:32]=[CH:33][C:34]=1[N:35]1[C:39]([C:40]([F:43])([F:42])[F:41])=[N:38][N:37]=[N:36]1.[NH2:55][C:56]1[S:57][CH:58]=[CH:59][N:60]=1. The catalyst is C(Cl)Cl. The product is [Cl:28][C:29]1[CH:30]=[C:31]([CH:44]([CH2:48][CH:49]2[CH2:54][CH2:53][CH2:52][CH2:51][CH2:50]2)[C:45]([NH:55][C:56]2[S:57][CH:58]=[CH:59][N:60]=2)=[O:46])[CH:32]=[CH:33][C:34]=1[N:35]1[C:39]([C:40]([F:43])([F:42])[F:41])=[N:38][N:37]=[N:36]1. The yield is 0.180.